This data is from Forward reaction prediction with 1.9M reactions from USPTO patents (1976-2016). The task is: Predict the product of the given reaction. (1) Given the reactants [C:1]([O:5][C:6](=[O:22])[NH:7][CH:8]([C:10]1[CH:15]=[C:14]([Cl:16])[C:13]([CH3:17])=[C:12]([CH:18]=[CH2:19])[C:11]=1[O:20][CH3:21])[CH3:9])([CH3:4])([CH3:3])[CH3:2].ClC1C=CC=C(C(OO)=[O:31])C=1, predict the reaction product. The product is: [C:1]([O:5][C:6](=[O:22])[NH:7][CH:8]([C:10]1[CH:15]=[C:14]([Cl:16])[C:13]([CH3:17])=[C:12]([CH:18]2[CH2:19][O:31]2)[C:11]=1[O:20][CH3:21])[CH3:9])([CH3:4])([CH3:2])[CH3:3]. (2) Given the reactants Br[CH2:2][CH2:3][O:4][C:5]1[CH:6]=[C:7]([CH:24]=[CH:25][C:26]=1[CH2:27][S:28]([CH3:31])(=[O:30])=[O:29])[C:8]([NH:10][C:11]1[CH:16]=[CH:15][C:14]([Cl:17])=[C:13]([C:18]2[CH:23]=[CH:22][CH:21]=[CH:20][N:19]=2)[CH:12]=1)=[O:9].C(=O)([O-])[O-].[K+].[K+].[N:38]1([C:44](=[O:46])[CH3:45])[CH2:43][CH2:42][NH:41][CH2:40][CH2:39]1, predict the reaction product. The product is: [C:44]([N:38]1[CH2:43][CH2:42][N:41]([CH2:2][CH2:3][O:4][C:5]2[CH:6]=[C:7]([CH:24]=[CH:25][C:26]=2[CH2:27][S:28]([CH3:31])(=[O:30])=[O:29])[C:8]([NH:10][C:11]2[CH:16]=[CH:15][C:14]([Cl:17])=[C:13]([C:18]3[CH:23]=[CH:22][CH:21]=[CH:20][N:19]=3)[CH:12]=2)=[O:9])[CH2:40][CH2:39]1)(=[O:46])[CH3:45].